From a dataset of Catalyst prediction with 721,799 reactions and 888 catalyst types from USPTO. Predict which catalyst facilitates the given reaction. (1) Reactant: [Br:1][C:2]1[NH:10][C:9]2[C:8](=[O:11])[N:7]([CH2:12][CH2:13][CH2:14][OH:15])[C:6](=[O:16])[N:5]([CH3:17])[C:4]=2[N:3]=1.I[CH2:19][CH3:20].C(=O)([O-])[O-].[K+].[K+]. Product: [Br:1][C:2]1[N:10]([CH2:19][CH3:20])[C:9]2[C:8](=[O:11])[N:7]([CH2:12][CH2:13][CH2:14][OH:15])[C:6](=[O:16])[N:5]([CH3:17])[C:4]=2[N:3]=1. The catalyst class is: 3. (2) Reactant: C([O:3][C:4](=[O:24])[CH2:5][CH:6]1[O:10][B:9]([OH:11])[C:8]2[CH:12]=[C:13]([O:17][C:18]3[CH:23]=[N:22][CH:21]=[CH:20][N:19]=3)[CH:14]=[C:15]([CH3:16])[C:7]1=2)C.[Li+].[OH-].Cl. Product: [OH:11][B:9]1[C:8]2[CH:12]=[C:13]([O:17][C:18]3[CH:23]=[N:22][CH:21]=[CH:20][N:19]=3)[CH:14]=[C:15]([CH3:16])[C:7]=2[CH:6]([CH2:5][C:4]([OH:24])=[O:3])[O:10]1. The catalyst class is: 24. (3) Reactant: [CH3:1][O:2][C:3]1[CH:4]=[C:5]([CH:16]=[CH:17][C:18]=1[O:19][CH2:20][C:21]1[N:22]=[C:23]([C:27]2[CH:32]=[CH:31][CH:30]=[CH:29][CH:28]=2)[O:24][C:25]=1[CH3:26])[CH2:6][O:7][C:8]1[N:15]=[CH:14][CH:13]=[CH:12][C:9]=1[CH:10]=[O:11].O1CCCC1.C(O)C.[BH4-].[Na+]. Product: [CH3:1][O:2][C:3]1[CH:4]=[C:5]([CH:16]=[CH:17][C:18]=1[O:19][CH2:20][C:21]1[N:22]=[C:23]([C:27]2[CH:28]=[CH:29][CH:30]=[CH:31][CH:32]=2)[O:24][C:25]=1[CH3:26])[CH2:6][O:7][C:8]1[C:9]([CH2:10][OH:11])=[CH:12][CH:13]=[CH:14][N:15]=1. The catalyst class is: 6. (4) Reactant: [CH:1]1([C:4]2[C:5]([N+:15]([O-:17])=[O:16])=[CH:6][C:7]([N+:12]([O-:14])=O)=[C:8]([CH:11]=2)[CH:9]=O)[CH2:3][CH2:2]1.[Cl:18][C:19]1[CH:25]=[CH:24][C:22]([NH2:23])=[CH:21][CH:20]=1.[C-:26]#[N:27].[Na+].C(OC(=O)C)(=O)C. Product: [Cl:18][C:19]1[CH:25]=[CH:24][C:22]([N:23]2[C:9]([C:26]#[N:27])=[C:8]3[C:7]([CH:6]=[C:5]([N+:15]([O-:17])=[O:16])[C:4]([CH:1]4[CH2:2][CH2:3]4)=[CH:11]3)=[N+:12]2[O-:14])=[CH:21][CH:20]=1. The catalyst class is: 404. (5) The catalyst class is: 27. Reactant: [CH3:1][C:2]1[C:7]([CH3:8])=[CH:6][CH:5]=[CH:4][C:3]=1[NH:9][NH2:10].Cl[CH2:12][CH2:13][N:14]=[C:15]=[S:16].[OH-].[Na+]. Product: [S:16]1[CH2:12][CH2:13][N:14]=[C:15]1[NH:10][NH:9][C:3]1[CH:4]=[CH:5][CH:6]=[C:7]([CH3:8])[C:2]=1[CH3:1]. (6) Reactant: [CH2:1]([O:3][C:4]([C:6]1[S:7][C:8](SC)=[C:9]2[C:14](=[O:15])[NH:13][C:12]([CH3:16])=[N:11][C:10]=12)=[O:5])[CH3:2].[CH:19]1C=C(Cl)C=C(C(OO)=O)C=1.[O-:30][S:31]([O-:33])=O.[Na+].[Na+]. Product: [CH2:1]([O:3][C:4]([C:6]1[S:7][C:8]([S:31]([CH3:19])(=[O:33])=[O:30])=[C:9]2[C:10]=1[N:11]=[C:12]([CH3:16])[NH:13][C:14]2=[O:15])=[O:5])[CH3:2]. The catalyst class is: 34. (7) Reactant: [F:1][C:2]1[CH:9]=[CH:8][C:5]([C:6]#[N:7])=[C:4]([S:10][CH3:11])[CH:3]=1.CO.Cl.O. Product: [F:1][C:2]1[CH:9]=[CH:8][C:5]([CH2:6][NH2:7])=[C:4]([S:10][CH3:11])[CH:3]=1. The catalyst class is: 1. (8) Reactant: [CH2:1]1[C:9]2[C:4](=[CH:5][CH:6]=[CH:7][CH:8]=2)[CH2:3][N:2]1[C:10]([NH:12][C:13]1[CH:18]=[CH:17][C:16]([C:19]2[CH2:24][CH2:23][N:22](C(OC(C)(C)C)=O)[CH2:21][CH:20]=2)=[CH:15][CH:14]=1)=[O:11]. Product: [NH:22]1[CH2:21][CH2:20][CH:19]([C:16]2[CH:17]=[CH:18][C:13]([NH:12][C:10]([N:2]3[CH2:3][C:4]4[C:9](=[CH:8][CH:7]=[CH:6][CH:5]=4)[CH2:1]3)=[O:11])=[CH:14][CH:15]=2)[CH2:24][CH2:23]1. The catalyst class is: 541. (9) Reactant: [Cl:1][C:2]1[C:10]([F:11])=[C:9]2[C:5]([CH2:6][C:7](=[O:12])[NH:8]2)=[CH:4][CH:3]=1.[Cl:13][C:14]1[C:15]([F:22])=[C:16]([CH:19]=[CH:20][CH:21]=1)[CH:17]=O.N1CCCCC1. Product: [Cl:1][C:2]1[C:10]([F:11])=[C:9]2[C:5](/[C:6](=[CH:17]/[C:16]3[CH:19]=[CH:20][CH:21]=[C:14]([Cl:13])[C:15]=3[F:22])/[C:7](=[O:12])[NH:8]2)=[CH:4][CH:3]=1. The catalyst class is: 5. (10) The catalyst class is: 6. Reactant: [CH3:1][O:2][C:3]1[C:8]2[O:9][C:10]3([O:19][C:7]=2[C:6]([C:20]([OH:22])=[O:21])=[CH:5][CH:4]=1)[CH2:15][CH2:14][N:13](C(=O)C)[CH2:12][CH2:11]3.[Li+].[OH-].Cl.[CH3:26]O. Product: [CH3:1][O:2][C:3]1[C:8]2[O:9][C:10]3([O:19][C:7]=2[C:6]([C:20]([O:22][CH3:26])=[O:21])=[CH:5][CH:4]=1)[CH2:15][CH2:14][NH:13][CH2:12][CH2:11]3.